This data is from Reaction yield outcomes from USPTO patents with 853,638 reactions. The task is: Predict the reaction yield, written as a fraction of the theoretical maximum amount of product (1.0 means a 100% yield; for example, 0.34 means a 34% yield). (1) The reactants are Br[CH2:2][CH2:3][O:4][C:5](=[O:7])[CH3:6].C(=O)([O-])[O-].[K+].[K+].[CH3:14][NH:15][C:16]1[CH:21]=[CH:20][CH:19]=[CH:18][CH:17]=1. The catalyst is O1CCCC1. The product is [CH2:3]([O:4][C:5](=[O:7])[CH2:6][N:15]([CH3:14])[C:16]1[CH:21]=[CH:20][CH:19]=[CH:18][CH:17]=1)[CH3:2]. The yield is 0.820. (2) The product is [Br:22][CH2:14][C:13]([C:9]1([C:6]2[CH:5]=[CH:4][C:3]([C:2]([F:16])([F:17])[F:1])=[CH:8][CH:7]=2)[CH2:10][CH2:11][CH2:12]1)=[O:15]. The yield is 0.800. The reactants are [F:1][C:2]([F:17])([F:16])[C:3]1[CH:8]=[CH:7][C:6]([C:9]2([C:13](=[O:15])[CH3:14])[CH2:12][CH2:11][CH2:10]2)=[CH:5][CH:4]=1.C(O)(=O)C.[Br:22]Br.O. The catalyst is CO. (3) The reactants are [CH:1]1([CH2:4][C:5]2[N:10]([CH2:11][C:12]3[CH:17]=[CH:16][C:15]([C:18]([CH3:21])([CH3:20])[CH3:19])=[CH:14][CH:13]=3)[C:9](=[O:22])[CH:8]=[C:7]([OH:23])[N:6]=2)[CH2:3][CH2:2]1.[Cl-].[CH3:25][Al+]C.C1(CC#N)CC1.C(C1C=CC(CN)=CC=1)(C)(C)C.C(C(CC)(C([O-])=O)C([O-])=O)C.[Na].Cl. The catalyst is C1(C)C=CC=CC=1.O. The product is [CH:4]1([C:5]2[N:10]([CH2:11][C:12]3[CH:17]=[CH:16][C:15]([C:18]([CH3:19])([CH3:21])[CH3:20])=[CH:14][CH:13]=3)[C:9](=[O:22])[CH:8]=[C:7]([OH:23])[N:6]=2)[CH2:25][CH2:3][CH2:2][CH2:1]1. The yield is 0.778. (4) The reactants are [CH3:1][O:2][C:3]1[CH:8]=[CH:7][C:6](B(O)O)=[CH:5][CH:4]=1.Br[C:13]1[CH:20]=[CH:19][C:16]([C:17]#[N:18])=[C:15]([F:21])[CH:14]=1.C([O-])([O-])=O.[Na+].[Na+].[OH-].[Na+]. The catalyst is C(O)C.C1C=CC=CC=1.C1C=CC([P]([Pd]([P](C2C=CC=CC=2)(C2C=CC=CC=2)C2C=CC=CC=2)([P](C2C=CC=CC=2)(C2C=CC=CC=2)C2C=CC=CC=2)[P](C2C=CC=CC=2)(C2C=CC=CC=2)C2C=CC=CC=2)(C2C=CC=CC=2)C2C=CC=CC=2)=CC=1. The product is [F:21][C:15]1[CH:14]=[C:13]([C:6]2[CH:7]=[CH:8][C:3]([O:2][CH3:1])=[CH:4][CH:5]=2)[CH:20]=[CH:19][C:16]=1[C:17]#[N:18]. The yield is 0.920. (5) The reactants are [Br:1][C:2]1[N:3]=[C:4]([C:20]#[C:21][CH3:22])[S:5][C:6]=1[C:7]1[N:11]=[CH:10][N:9]([CH2:12][O:13][CH2:14][CH2:15][Si:16]([CH3:19])([CH3:18])[CH3:17])[N:8]=1.C(=O)([O-])[O-].[K+].[K+].CC1C=C(C)C=C(C)C=1S([O-])(=O)=O.[NH2:42][N+:43]1[CH:48]=[CH:47][C:46]([CH:49]([O:53][CH2:54][CH3:55])[O:50][CH2:51][CH3:52])=[CH:45][CH:44]=1. The catalyst is CN(C)C=O. The product is [Br:1][C:2]1[N:3]=[C:4]([C:20]2[C:21]([CH3:22])=[N:42][N:43]3[CH:48]=[CH:47][C:46]([CH:49]([O:50][CH2:51][CH3:52])[O:53][CH2:54][CH3:55])=[CH:45][C:44]=23)[S:5][C:6]=1[C:7]1[N:11]=[CH:10][N:9]([CH2:12][O:13][CH2:14][CH2:15][Si:16]([CH3:19])([CH3:18])[CH3:17])[N:8]=1. The yield is 0.702. (6) The reactants are [CH3:1][O:2][C:3]1[C:8]([C:9](N(OC)C)=[O:10])=[CH:7][N:6]=[C:5]([O:15][CH3:16])[CH:4]=1.[CH2:17]([Mg]Br)[CH3:18]. The catalyst is C1COCC1. The product is [CH3:1][O:2][C:3]1[CH:4]=[C:5]([O:15][CH3:16])[N:6]=[CH:7][C:8]=1[C:9](=[O:10])[CH2:17][CH3:18]. The yield is 0.680. (7) The reactants are [C:1]([NH:4][CH2:5][CH2:6][CH2:7][C@:8]([C@@H:24]1[CH2:29][CH2:28][CH2:27][N:26]([C:30]([O:32][C:33]([CH3:36])([CH3:35])[CH3:34])=[O:31])[CH2:25]1)([C:10]1[CH:11]=[C:12]([C:17]2[CH:22]=[CH:21][CH:20]=[C:19]([CH3:23])[CH:18]=2)[C:13]([F:16])=[CH:14][CH:15]=1)O)(=[O:3])[CH3:2].CC[N+](S(N=C(OC)[O-])(=O)=O)(CC)CC. The catalyst is C1(C)C=CC=CC=1. The product is [C:1]([NH:4][CH2:5][CH2:6][CH:7]=[C:8]([C@@H:24]1[CH2:29][CH2:28][CH2:27][N:26]([C:30]([O:32][C:33]([CH3:36])([CH3:35])[CH3:34])=[O:31])[CH2:25]1)[C:10]1[CH:11]=[C:12]([C:17]2[CH:22]=[CH:21][CH:20]=[C:19]([CH3:23])[CH:18]=2)[C:13]([F:16])=[CH:14][CH:15]=1)(=[O:3])[CH3:2]. The yield is 0.300.